Predict which catalyst facilitates the given reaction. From a dataset of Catalyst prediction with 721,799 reactions and 888 catalyst types from USPTO. (1) Reactant: [CH2:1]([NH2:10])[CH2:2][CH2:3][CH2:4][CH2:5][CH2:6][CH2:7][CH2:8][NH2:9].C(N([CH2:16][CH3:17])CC)C.[O:18]1[CH:22]=[CH:21][CH:20]=[C:19]1[C:23](Cl)=[O:24]. Product: [CH2:1]([NH:10][C:23]([C:19]1[O:18][CH:22]=[CH:16][CH:17]=1)=[O:24])[CH2:2][CH2:3][CH2:4][CH2:5][CH2:6][CH2:7][CH2:8][NH:9][C:23]([C:19]1[O:18][CH:22]=[CH:21][CH:20]=1)=[O:24]. The catalyst class is: 142. (2) Reactant: Cl[CH2:2][C:3]([C:5]1[CH:10]=[CH:9][CH:8]=[CH:7][CH:6]=1)=[O:4].[NH:11]1[CH:15]=[CH:14][CH:13]=[N:12]1.C([O-])([O-])=O.[K+].[K+]. Product: [C:5]1([C:3](=[O:4])[CH2:2][N:11]2[CH:15]=[CH:14][CH:13]=[N:12]2)[CH:10]=[CH:9][CH:8]=[CH:7][CH:6]=1. The catalyst class is: 210. (3) Reactant: C(OC([NH:8][C@H:9]([CH2:22][C:23]1[C:28]([F:29])=[C:27]([F:30])[C:26]([F:31])=[C:25]([F:32])[C:24]=1[F:33])[CH2:10][C:11]([NH:13][O:14][CH2:15][C:16]1[CH:21]=[CH:20][CH:19]=[CH:18][CH:17]=1)=[O:12])=O)(C)(C)C. Product: [NH2:8][C@H:9]([CH2:22][C:23]1[C:24]([F:33])=[C:25]([F:32])[C:26]([F:31])=[C:27]([F:30])[C:28]=1[F:29])[CH2:10][C:11]([NH:13][O:14][CH2:15][C:16]1[CH:17]=[CH:18][CH:19]=[CH:20][CH:21]=1)=[O:12]. The catalyst class is: 89.